This data is from Retrosynthesis with 50K atom-mapped reactions and 10 reaction types from USPTO. The task is: Predict the reactants needed to synthesize the given product. (1) The reactants are: CCN(CC)[C@@H]1CCNC1.O=C(O)c1nc2c(s1)CCOc1cc(-c3cn[nH]c3)ccc1-2. Given the product CCN(CC)[C@@H]1CCN(C(=O)c2nc3c(s2)CCOc2cc(-c4cn[nH]c4)ccc2-3)C1, predict the reactants needed to synthesize it. (2) Given the product O=C(NCCOc1ccc(CC(Oc2cccc(F)c2)C(=O)O)cc1)c1ccc(-c2ccccn2)cc1, predict the reactants needed to synthesize it. The reactants are: CCOC(=O)C(Cc1ccc(OCCNC(=O)c2ccc(-c3ccccn3)cc2)cc1)Oc1cccc(F)c1. (3) Given the product COC(=O)c1ccc(Cn2cnc3ccccc32)cc1, predict the reactants needed to synthesize it. The reactants are: COC(=O)c1ccc(CBr)cc1.c1ccc2[nH]cnc2c1. (4) Given the product CN(CCN1CCCN(CCc2ccc(C#N)cc2)C1=O)S(=O)(=O)c1cccc(Cl)c1Cl, predict the reactants needed to synthesize it. The reactants are: CN(CCN(CCCCl)C(=O)NCCc1ccc(C#N)cc1)S(=O)(=O)c1cccc(Cl)c1Cl. (5) Given the product CN(C)c1ccc(NC(=S)NC2N=C(c3ccccc3)c3cc(Cl)ccc3N(C)C2=O)cc1, predict the reactants needed to synthesize it. The reactants are: CN(C)c1ccc(N)cc1.CN1C(=O)C(N=C=S)N=C(c2ccccc2)c2cc(Cl)ccc21.